This data is from Rat liver microsome stability data. The task is: Regression/Classification. Given a drug SMILES string, predict its absorption, distribution, metabolism, or excretion properties. Task type varies by dataset: regression for continuous measurements (e.g., permeability, clearance, half-life) or binary classification for categorical outcomes (e.g., BBB penetration, CYP inhibition). Dataset: rlm. (1) The molecule is COc1ccc(C2=Nc3ccc(Br)cc3C(c3ccccc3)N2CC(=O)NN)cc1. The result is 1 (stable in rat liver microsomes). (2) The drug is O=C(Nc1ccc(Cl)cc1Cl)c1cnc2ccccc2n1. The result is 1 (stable in rat liver microsomes). (3) The drug is N#CC1(c2ccc(NC(=O)c3cccnc3NCc3ccncc3)cc2)CCCC1. The result is 1 (stable in rat liver microsomes). (4) The molecule is CC(=O)Nc1ccc(NC(=O)C(NS(=O)(=O)c2ccc(Br)s2)c2ccccc2)cc1. The result is 1 (stable in rat liver microsomes). (5) The compound is Fc1ccc(Nc2cc(-c3ccccc3)nc(-c3ccncc3)n2)cc1F. The result is 0 (unstable in rat liver microsomes).